Dataset: Catalyst prediction with 721,799 reactions and 888 catalyst types from USPTO. Task: Predict which catalyst facilitates the given reaction. (1) The catalyst class is: 2. Product: [NH2:29][CH:22]([CH:23]1[CH2:28][CH2:27][CH2:26][CH2:25][CH2:24]1)[C:21]([N:13]1[CH2:14][CH2:15][CH:16]([O:17][C:18](=[O:20])[CH3:19])[CH:12]1[CH2:11][C:10]1[C:9]2[C:4](=[CH:5][CH:6]=[CH:7][CH:8]=2)[NH:3][C:2]=1[Br:1])=[O:37]. Reactant: [Br:1][C:2]1[NH:3][C:4]2[C:9]([C:10]=1[CH2:11][CH:12]1[CH:16]([O:17][C:18](=[O:20])[CH3:19])[CH2:15][CH2:14][N:13]1[C:21](=[O:37])[CH:22]([NH:29]C(OC(C)(C)C)=O)[CH:23]1[CH2:28][CH2:27][CH2:26][CH2:25][CH2:24]1)=[CH:8][CH:7]=[CH:6][CH:5]=2.C(O)(C(F)(F)F)=O. (2) Reactant: [CH3:1][S:2]([OH:5])(=[O:4])=[O:3].[OH:6][C:7]1[CH:8]=[C:9]([C:13]2[N:14]=[C:15]3[C:20](=[N:21][C:22]=2[C:23]2[CH:28]=[CH:27][CH:26]=[C:25]([OH:29])[CH:24]=2)[N:19]=[CH:18][N:17]=[C:16]3[NH2:30])[CH:10]=[CH:11][CH:12]=1.C(OCC)C. Product: [CH3:1][S:2]([OH:5])(=[O:4])=[O:3].[OH:6][C:7]1[CH:8]=[C:9]([C:13]2[N:14]=[C:15]3[C:20](=[N:21][C:22]=2[C:23]2[CH:28]=[CH:27][CH:26]=[C:25]([OH:29])[CH:24]=2)[N:19]=[CH:18][N:17]=[C:16]3[NH2:30])[CH:10]=[CH:11][CH:12]=1. The catalyst class is: 5. (3) Reactant: C([C@@H]([C@H](C(O)=O)O)O)(O)=O.[CH3:11][C@@H:12]1[CH2:16][CH2:15][CH2:14][NH:13]1.Br[CH2:18][CH2:19][C:20]1[CH:25]=[CH:24][C:23]([N+:26]([O-:28])=[O:27])=[CH:22][CH:21]=1.C(=O)([O-])[O-].[K+].[K+]. Product: [CH3:11][C@@H:12]1[CH2:16][CH2:15][CH2:14][N:13]1[CH2:18][CH2:19][C:20]1[CH:21]=[CH:22][C:23]([N+:26]([O-:28])=[O:27])=[CH:24][CH:25]=1. The catalyst class is: 369. (4) Reactant: [C:1]([O:5][C:6]([N:8]1[CH2:12][CH2:11][CH2:10][C@H:9]1[CH2:13][NH:14][C:15]1[C:16]([O:27][C:28]2[CH:33]=[CH:32][C:31]([C:34]([O:36]CC)=[O:35])=[CH:30][CH:29]=2)=[N:17][C:18]([C:21]2[CH:22]=[N:23][CH:24]=[CH:25][CH:26]=2)=[N:19][CH:20]=1)=[O:7])([CH3:4])([CH3:3])[CH3:2].[OH-].[Na+].Cl. Product: [C:1]([O:5][C:6]([N:8]1[CH2:12][CH2:11][CH2:10][C@H:9]1[CH2:13][NH:14][C:15]1[C:16]([O:27][C:28]2[CH:33]=[CH:32][C:31]([C:34]([OH:36])=[O:35])=[CH:30][CH:29]=2)=[N:17][C:18]([C:21]2[CH:22]=[N:23][CH:24]=[CH:25][CH:26]=2)=[N:19][CH:20]=1)=[O:7])([CH3:4])([CH3:2])[CH3:3]. The catalyst class is: 14. (5) Reactant: [CH3:1][C:2]1([CH3:17])[C:10]2[C:5](=[CH:6][C:7]([N:11]3[CH2:16][CH2:15][O:14][CH2:13][CH2:12]3)=[CH:8][CH:9]=2)[NH:4][CH2:3]1.[Cl:18][C:19]1[CH:28]=[CH:27][C:26]2[N:25]=[C:24]3[C:29]([CH3:33])([CH3:32])[CH2:30][CH2:31][C:23]3=[C:22](Cl)[C:21]=2[CH:20]=1.C(=O)([O-])[O-].[Cs+].[Cs+].C1C=CC(P(C2C(C3C(P(C4C=CC=CC=4)C4C=CC=CC=4)=CC=C4C=3C=CC=C4)=C3C(C=CC=C3)=CC=2)C2C=CC=CC=2)=CC=1. Product: [Cl:18][C:19]1[CH:28]=[CH:27][C:26]2[N:25]=[C:24]3[C:29]([CH3:33])([CH3:32])[CH2:30][CH2:31][C:23]3=[C:22]([N:4]3[C:5]4[C:10](=[CH:9][CH:8]=[C:7]([N:11]5[CH2:16][CH2:15][O:14][CH2:13][CH2:12]5)[CH:6]=4)[C:2]([CH3:17])([CH3:1])[CH2:3]3)[C:21]=2[CH:20]=1. The catalyst class is: 62. (6) Reactant: [C:1]([O:5][C:6]([C@@:8]12[CH2:15][CH2:14][C@H:13]([F:16])[C@H:12]1[C:11](=O)[N:10]([C@@H](C1C=CC=CC=1)C)[CH2:9]2)=[O:7])([CH3:4])([CH3:3])[CH3:2].C(O)C.O.[CH2:30]([O:37][C:38](Cl)=[O:39])[C:31]1[CH:36]=[CH:35][CH:34]=[CH:33][CH:32]=1. Product: [C:1]([O:5][C:6]([C@@:8]12[CH2:15][CH2:14][C@H:13]([F:16])[C@@H:12]1[CH2:11][N:10]([C:38]([O:37][CH2:30][C:31]1[CH:36]=[CH:35][CH:34]=[CH:33][CH:32]=1)=[O:39])[CH2:9]2)=[O:7])([CH3:4])([CH3:2])[CH3:3]. The catalyst class is: 571. (7) Reactant: [Cl:1][C:2]1[CH:23]=[CH:22][C:5]([O:6][CH2:7][CH2:8][CH2:9][CH2:10][CH2:11][O:12][C:13]2[CH:21]=[CH:20][CH:19]=[C:18]3[C:14]=2[CH2:15][CH2:16][NH:17]3)=[CH:4][CH:3]=1.C(C1NC=CN=1)(C1NC=CN=1)=[S:25].C([N:38]([CH2:41]C)CC)C.N. Product: [Cl:1][C:2]1[CH:23]=[CH:22][C:5]([O:6][CH2:7][CH2:8][CH2:9][CH2:10][CH2:11][O:12][C:13]2[CH:21]=[CH:20][CH:19]=[C:18]3[C:14]=2[CH2:15][CH2:16][N:17]3[C:41](=[S:25])[NH2:38])=[CH:4][CH:3]=1. The catalyst class is: 36.